This data is from Peptide-MHC class I binding affinity with 185,985 pairs from IEDB/IMGT. The task is: Regression. Given a peptide amino acid sequence and an MHC pseudo amino acid sequence, predict their binding affinity value. This is MHC class I binding data. (1) The peptide sequence is ISRQIHWCW. The MHC is SLA-20401 with pseudo-sequence SLA-20401. The binding affinity (normalized) is 0.326. (2) The peptide sequence is PIYSHTERDK. The MHC is HLA-A03:01 with pseudo-sequence HLA-A03:01. The binding affinity (normalized) is 0.368. (3) The peptide sequence is SPVSRSHSF. The MHC is HLA-B15:01 with pseudo-sequence HLA-B15:01. The binding affinity (normalized) is 0.0847. (4) The peptide sequence is EGGVGWRHW. The MHC is HLA-B54:01 with pseudo-sequence HLA-B54:01. The binding affinity (normalized) is 0. (5) The peptide sequence is IREQANSV. The MHC is Mamu-B03 with pseudo-sequence Mamu-B03. The binding affinity (normalized) is 0.361. (6) The peptide sequence is STAVNEEWL. The MHC is HLA-A02:01 with pseudo-sequence HLA-A02:01. The binding affinity (normalized) is 0.219. (7) The peptide sequence is RMRGAHTNDVK. The MHC is HLA-A68:01 with pseudo-sequence HLA-A68:01. The binding affinity (normalized) is 0. (8) The peptide sequence is GRRGWEALKY. The MHC is HLA-A23:01 with pseudo-sequence HLA-A23:01. The binding affinity (normalized) is 0.0652.